Predict the product of the given reaction. From a dataset of Forward reaction prediction with 1.9M reactions from USPTO patents (1976-2016). (1) The product is: [ClH:33].[CH2:24]([N:3]([CH2:1][CH3:2])[C:4]1[N:5]=[C:6]([NH:20][CH2:21][CH2:22][CH3:23])[C:7]2[N:13]=[C:12]([NH:14][CH3:15])[N:11]=[C:10]([NH:16][CH2:17][CH2:18][CH3:19])[C:8]=2[N:9]=1)[CH3:25]. Given the reactants [CH2:1]([N:3]([CH2:24][CH3:25])[C:4]1[N:5]=[C:6]([NH:20][CH2:21][CH2:22][CH3:23])[C:7]2[N:13]=[C:12]([NH:14][CH3:15])[N:11]=[C:10]([NH:16][CH2:17][CH2:18][CH3:19])[C:8]=2[N:9]=1)[CH3:2].Cl.C(OCC)C.Cl.[Cl:33]C1N=C(NCCC)C2N=C(NC)N=C(NCCC)C=2N=1, predict the reaction product. (2) Given the reactants COC=CC#N.C[O-].[Na+].C(OCC)=O.[Na:15].[CH2:16]([O:18][CH:19]([O:25][CH2:26]C)[C:20](=[CH:23][OH:24])[C:21]#[N:22])[CH3:17], predict the reaction product. The product is: [CH2:16]([O:18][CH:19]([O:25][CH3:26])[C:20](=[CH:23][OH:24])[C:21]#[N:22])[CH3:17].[Na:15].[CH3:16][O:18][CH:19]([O:25][CH3:26])[C:20](=[CH:23][OH:24])[C:21]#[N:22]. (3) Given the reactants [Si:1]([O:8][C@H:9]1[CH2:18][C:17]([CH3:20])([CH3:19])[CH2:16][C:15]2[N:14]=[C:13]([CH:21]3[CH2:26][CH2:25][O:24][CH2:23][CH2:22]3)[C:12]([C:27]([O:29][CH2:30][CH3:31])=[O:28])=[C:11](I)[C:10]1=2)([C:4]([CH3:7])([CH3:6])[CH3:5])([CH3:3])[CH3:2].[O:33]1[CH2:38][CH:37]=[C:36](B2OC(C)(C)C(C)(C)O2)[CH2:35][CH2:34]1.C(=O)([O-])[O-].[Cs+].[Cs+].[F-].[Cs+], predict the reaction product. The product is: [Si:1]([O:8][C@H:9]1[CH2:18][C:17]([CH3:20])([CH3:19])[CH2:16][C:15]2[N:14]=[C:13]([CH:21]3[CH2:26][CH2:25][O:24][CH2:23][CH2:22]3)[C:12]([C:27]([O:29][CH2:30][CH3:31])=[O:28])=[C:11]([C:36]3[CH2:37][CH2:38][O:33][CH2:34][CH:35]=3)[C:10]1=2)([C:4]([CH3:7])([CH3:6])[CH3:5])([CH3:3])[CH3:2]. (4) Given the reactants [Br:1][C:2]1[CH:3]=[CH:4][CH:5]=[C:6]2[C:11]=1[N:10]=[C:9]([NH:12][C:13]([CH3:16])([CH3:15])[CH3:14])[C:8](Cl)=[N:7]2.[Br:18][C:19]1[CH:28]=[CH:27][CH:26]=[C:25]2[C:20]=1[N:21]=[C:22](Cl)[C:23]([NH:29][C:30]([CH3:33])([CH3:32])[CH3:31])=[N:24]2.[F-:35].[K+], predict the reaction product. The product is: [Br:1][C:2]1[CH:3]=[CH:4][CH:5]=[C:6]2[C:11]=1[N:10]=[C:9]([NH:12][C:13]([CH3:16])([CH3:15])[CH3:14])[C:8]([F:35])=[N:7]2.[Br:18][C:19]1[CH:28]=[CH:27][CH:26]=[C:25]2[C:20]=1[N:21]=[C:22]([F:35])[C:23]([NH:29][C:30]([CH3:33])([CH3:32])[CH3:31])=[N:24]2. (5) Given the reactants [NH:1]1[CH2:8][CH2:7][CH2:6][C@H:2]1[C:3]([OH:5])=[O:4].[O:9]=C(CCC(O)=O)C(O)=O.O=C1O[C@H]([C@H](CO)O)C(O)=C1O, predict the reaction product. The product is: [OH:9][C@@H:6]1[CH2:7][CH2:8][NH:1][C@@H:2]1[C:3]([OH:5])=[O:4]. (6) Given the reactants [Cl:1][C:2]1[CH:3]=[C:4]([CH:25]=[CH:26][C:27]=1[Cl:28])[CH2:5][O:6][C:7]1[CH:12]=[CH:11][C:10]([C@@H:13]2[O:18][C:17]3[CH:19]=[CH:20][C:21]([CH:23]=O)=[CH:22][C:16]=3[O:15][CH2:14]2)=[CH:9][CH:8]=1.C1CCN2C(=NCCC2)CC1.[CH3:40][C:41]([O:44][C:45]([NH:47][CH:48](P(OC)(OC)=O)[C:49]([O:51][CH3:52])=[O:50])=[O:46])([CH3:43])[CH3:42], predict the reaction product. The product is: [CH3:52][O:51][C:49](=[O:50])[C:48]([NH:47][C:45]([O:44][C:41]([CH3:40])([CH3:42])[CH3:43])=[O:46])=[CH:23][C:21]1[CH:20]=[CH:19][C:17]2[O:18][C@@H:13]([C:10]3[CH:9]=[CH:8][C:7]([O:6][CH2:5][C:4]4[CH:25]=[CH:26][C:27]([Cl:28])=[C:2]([Cl:1])[CH:3]=4)=[CH:12][CH:11]=3)[CH2:14][O:15][C:16]=2[CH:22]=1. (7) Given the reactants [CH3:1][O:2][C:3]1[C:4]([N:13]2[CH:17]=[CH:16][CH:15]=[CH:14]2)=[CH:5][C:6]([N+:10]([O-:12])=[O:11])=[C:7]([NH2:9])[CH:8]=1.[CH3:18][C:19]([O:22][C:23](O[C:23]([O:22][C:19]([CH3:21])([CH3:20])[CH3:18])=[O:24])=[O:24])([CH3:21])[CH3:20].C(O)(C(F)(F)F)=O, predict the reaction product. The product is: [C:19]([O:22][C:23](=[O:24])[NH:9][C:7]1[CH:8]=[C:3]([O:2][CH3:1])[C:4]([N:13]2[CH:17]=[CH:16][CH:15]=[CH:14]2)=[CH:5][C:6]=1[N+:10]([O-:12])=[O:11])([CH3:21])([CH3:20])[CH3:18].